This data is from Forward reaction prediction with 1.9M reactions from USPTO patents (1976-2016). The task is: Predict the product of the given reaction. (1) Given the reactants C([O:8][NH:9][C:10]([C:12]1([NH:17][S:18]([C:21]2[CH:26]=[CH:25][C:24]([O:27][CH3:28])=[CH:23][CH:22]=2)(=[O:20])=[O:19])[CH2:16][CH2:15][CH2:14][CH2:13]1)=[O:11])C1C=CC=CC=1, predict the reaction product. The product is: [OH:8][NH:9][C:10]([C:12]1([NH:17][S:18]([C:21]2[CH:22]=[CH:23][C:24]([O:27][CH3:28])=[CH:25][CH:26]=2)(=[O:20])=[O:19])[CH2:16][CH2:15][CH2:14][CH2:13]1)=[O:11]. (2) Given the reactants [Cl:1][C:2]1[CH:7]=[CH:6][C:5]([N:8]=[C:9]=[O:10])=[CH:4][CH:3]=1.[C:11]([N:13]=[C:14]([N:23]1[CH2:28][CH2:27][NH:26][CH:25]([C:29]2[CH:34]=[CH:33][CH:32]=[CH:31][CH:30]=2)[CH2:24]1)[NH:15][C:16]1[CH:21]=[CH:20][CH:19]=[CH:18][C:17]=1[CH3:22])#[N:12].O, predict the reaction product. The product is: [Cl:1][C:2]1[CH:7]=[CH:6][C:5]([NH:8][C:9]([N:26]2[CH2:27][CH2:28][N:23]([C:14](=[N:13][C:11]#[N:12])[NH:15][C:16]3[CH:21]=[CH:20][CH:19]=[CH:18][C:17]=3[CH3:22])[CH2:24][CH:25]2[C:29]2[CH:34]=[CH:33][CH:32]=[CH:31][CH:30]=2)=[O:10])=[CH:4][CH:3]=1.